This data is from Forward reaction prediction with 1.9M reactions from USPTO patents (1976-2016). The task is: Predict the product of the given reaction. (1) Given the reactants [Cl:1][C:2]1[CH:3]=[C:4]2[C:8](=[CH:9][CH:10]=1)[NH:7][C:6]([C:11]([NH:13][C@H:14]1[C@H:18]([NH:19][C:20]([C:22]3[S:23][C:24]4[CH2:25][N:26]([CH3:31])[CH2:27][CH2:28][C:29]=4[N:30]=3)=[O:21])[CH2:17][N:16]([S:32]([CH2:35][C:36]([O:38]C)=[O:37])(=[O:34])=[O:33])[CH2:15]1)=[O:12])=[CH:5]2.O.[OH-].[Li+].Cl, predict the reaction product. The product is: [Cl:1][C:2]1[CH:3]=[C:4]2[C:8](=[CH:9][CH:10]=1)[NH:7][C:6]([C:11]([NH:13][C@H:14]1[C@H:18]([NH:19][C:20]([C:22]3[S:23][C:24]4[CH2:25][N:26]([CH3:31])[CH2:27][CH2:28][C:29]=4[N:30]=3)=[O:21])[CH2:17][N:16]([S:32]([CH2:35][C:36]([OH:38])=[O:37])(=[O:34])=[O:33])[CH2:15]1)=[O:12])=[CH:5]2. (2) Given the reactants [C:1]([C:4]1[CH:5]=[C:6](Br)[S:7][CH:8]=1)(=[O:3])[CH3:2].[C:10]1(B(O)O)[CH:15]=[CH:14][CH:13]=[CH:12][CH:11]=1.C([O-])([O-])=O.[K+].[K+].O, predict the reaction product. The product is: [C:10]1([C:6]2[S:7][CH:8]=[C:4]([C:1](=[O:3])[CH3:2])[CH:5]=2)[CH:15]=[CH:14][CH:13]=[CH:12][CH:11]=1. (3) Given the reactants [F:1][C:2]1[CH:3]=[N:4][C:5](Cl)=[N:6][CH:7]=1.C(N(C(C)C)CC)(C)C.[Cl-].[S:19]1[C:23]([C@:24]23[CH2:32][NH2+:31][CH2:30][C@H:29]2[CH2:28][S:27][C:26]([NH:33][C:34](=[O:41])[C:35]2[CH:40]=[CH:39][CH:38]=[CH:37][CH:36]=2)=[N:25]3)=[CH:22][CH:21]=[N:20]1.O, predict the reaction product. The product is: [F:1][C:2]1[CH:3]=[N:4][C:5]([N:31]2[CH2:30][C@@H:29]3[C@@:24]([C:23]4[S:19][N:20]=[CH:21][CH:22]=4)([N:25]=[C:26]([NH:33][C:34](=[O:41])[C:35]4[CH:36]=[CH:37][CH:38]=[CH:39][CH:40]=4)[S:27][CH2:28]3)[CH2:32]2)=[N:6][CH:7]=1. (4) Given the reactants [CH2:1]([N:8]1[CH2:13][CH2:12][C:11]([OH:16])([C:14]#[N:15])[CH2:10][CH2:9]1)[C:2]1[CH:7]=[CH:6][CH:5]=[CH:4][CH:3]=1.B.C1COCC1, predict the reaction product. The product is: [NH2:15][CH2:14][C:11]1([OH:16])[CH2:12][CH2:13][N:8]([CH2:1][C:2]2[CH:7]=[CH:6][CH:5]=[CH:4][CH:3]=2)[CH2:9][CH2:10]1. (5) Given the reactants [CH2:1]([O:3][C:4]([C:6]1[O:7][C:8]2[CH:15]=[CH:14][CH:13]=[C:12]([OH:16])[C:9]=2[C:10]=1[CH3:11])=[O:5])[CH3:2].[Cl:17]N1C(=O)CCC1=O, predict the reaction product. The product is: [CH2:1]([O:3][C:4]([C:6]1[O:7][C:8]2[CH:15]=[CH:14][C:13]([Cl:17])=[C:12]([OH:16])[C:9]=2[C:10]=1[CH3:11])=[O:5])[CH3:2]. (6) The product is: [Cl:1][C:2]1[CH:7]=[CH:6][CH:5]=[C:4]2[C:3]=1[C:22](=[O:31])[N:23]([C:24]1[CH:29]=[CH:28][CH:27]=[CH:26][C:25]=1[CH3:30])[C:9]([C@@H:10]([NH:13][C:14](=[O:20])[O:15][C:16]([CH3:19])([CH3:18])[CH3:17])[CH2:11][CH3:12])=[N:8]2. Given the reactants [Cl:1][C:2]1[C:3]([C:22](=[O:31])[NH:23][C:24]2[CH:29]=[CH:28][CH:27]=[CH:26][C:25]=2[CH3:30])=[C:4]([NH:8][C:9](=O)[C@@H:10]([NH:13][C:14](=[O:20])[O:15][C:16]([CH3:19])([CH3:18])[CH3:17])[CH2:11][CH3:12])[CH:5]=[CH:6][CH:7]=1.C(N(CC)CC)C.C/C(/O[Si](C)(C)C)=N\[Si](C)(C)C, predict the reaction product. (7) Given the reactants [CH2:1]([O:3][CH2:4][N:5]1[C:9]2=[N:10][C:11]3[N:12]([CH3:26])[C:13](=[O:25])[N:14]([CH2:18][CH2:19][CH2:20][CH2:21][C@@H:22]([OH:24])[CH3:23])[C:15](=[O:17])[C:16]=3[N:8]2[CH2:7][CH2:6]1)[CH3:2].[CH3:27][S:28](O[S:28]([CH3:27])(=[O:30])=[O:29])(=[O:30])=[O:29].CO, predict the reaction product. The product is: [CH2:1]([O:3][CH2:4][N:5]1[C:9]2=[N:10][C:11]3[N:12]([CH3:26])[C:13](=[O:25])[N:14]([CH2:18][CH2:19][CH2:20][CH2:21][C@@H:22]([O:24][S:28]([CH3:27])(=[O:30])=[O:29])[CH3:23])[C:15](=[O:17])[C:16]=3[N:8]2[CH2:7][CH2:6]1)[CH3:2]. (8) Given the reactants [CH3:1][O:2][C:3](=[O:40])[CH2:4][C:5]1[CH:10]=[CH:9][CH:8]=[CH:7][C:6]=1[C:11]#[C:12][C:13]1[C:18]([CH3:19])=[CH:17][N:16]=[C:15]([NH:20][C:21]2[CH:26]=[CH:25][C:24]([N:27]3[CH2:32][CH2:31][N:30]([C:33]([O:35][C:36]([CH3:39])([CH3:38])[CH3:37])=[O:34])[CH2:29][CH2:28]3)=[CH:23][CH:22]=2)[N:14]=1, predict the reaction product. The product is: [CH3:1][O:2][C:3](=[O:40])[CH2:4][C:5]1[CH:10]=[CH:9][CH:8]=[CH:7][C:6]=1[CH2:11][CH2:12][C:13]1[C:18]([CH3:19])=[CH:17][N:16]=[C:15]([NH:20][C:21]2[CH:22]=[CH:23][C:24]([N:27]3[CH2:32][CH2:31][N:30]([C:33]([O:35][C:36]([CH3:37])([CH3:38])[CH3:39])=[O:34])[CH2:29][CH2:28]3)=[CH:25][CH:26]=2)[N:14]=1. (9) Given the reactants [I:1][C:2]1[CH:3]=[C:4]([CH:8]=[CH:9][CH:10]=1)[C:5]([OH:7])=[O:6].C(=O)([O-])[O-].[K+].[K+].[CH2:17](Br)[C:18]1[CH:23]=[CH:22][CH:21]=[CH:20][CH:19]=1.Cl, predict the reaction product. The product is: [I:1][C:2]1[CH:3]=[C:4]([CH:8]=[CH:9][CH:10]=1)[C:5]([O:7][CH2:17][C:18]1[CH:23]=[CH:22][CH:21]=[CH:20][CH:19]=1)=[O:6]. (10) Given the reactants [CH3:1][O:2][C:3]1[CH:8]=[CH:7][C:6]([CH:9]([CH2:13][CH3:14])[C:10]([OH:12])=O)=[CH:5][CH:4]=1.[NH2:15][C:16]1[S:17][C:18]([C:21]([O:23][CH2:24][CH3:25])=[O:22])=[CH:19][N:20]=1.CCN(C(C)C)C(C)C.CN(C(ON1N=NC2C=CC=NC1=2)=[N+](C)C)C.F[P-](F)(F)(F)(F)F, predict the reaction product. The product is: [CH3:1][O:2][C:3]1[CH:4]=[CH:5][C:6]([CH:9]([CH2:13][CH3:14])[C:10]([NH:15][C:16]2[S:17][C:18]([C:21]([O:23][CH2:24][CH3:25])=[O:22])=[CH:19][N:20]=2)=[O:12])=[CH:7][CH:8]=1.